From a dataset of Full USPTO retrosynthesis dataset with 1.9M reactions from patents (1976-2016). Predict the reactants needed to synthesize the given product. Given the product [F:13][C:14]1[CH:15]=[C:16]([C:2]2[CH:3]=[C:4]([CH3:12])[C:5]([CH3:11])=[C:6]([CH:10]=2)[C:7]([OH:9])=[O:8])[CH:17]=[CH:18][C:19]=1[F:20], predict the reactants needed to synthesize it. The reactants are: Br[C:2]1[CH:3]=[C:4]([CH3:12])[C:5]([CH3:11])=[C:6]([CH:10]=1)[C:7]([OH:9])=[O:8].[F:13][C:14]1[CH:15]=[C:16](B(O)O)[CH:17]=[CH:18][C:19]=1[F:20].C([O-])([O-])=O.[Na+].[Na+].CN(C=O)C.